From a dataset of Forward reaction prediction with 1.9M reactions from USPTO patents (1976-2016). Predict the product of the given reaction. (1) The product is: [S:23]1[C:27]2[CH:28]=[C:29]([NH:32][C:2]3[CH:18]=[C:17]([NH:19][CH:20]4[CH2:22][CH2:21]4)[C:5]([C:6]([NH:8][CH:9]4[CH2:14][CH2:13][C:12]([OH:16])([CH3:15])[CH2:11][CH2:10]4)=[O:7])=[CH:4][N:3]=3)[CH:30]=[CH:31][C:26]=2[N:25]=[CH:24]1. Given the reactants Cl[C:2]1[CH:18]=[C:17]([NH:19][CH:20]2[CH2:22][CH2:21]2)[C:5]([C:6]([NH:8][CH:9]2[CH2:14][CH2:13][C:12]([OH:16])([CH3:15])[CH2:11][CH2:10]2)=[O:7])=[CH:4][N:3]=1.[S:23]1[C:27]2[CH:28]=[C:29]([NH2:32])[CH:30]=[CH:31][C:26]=2[N:25]=[CH:24]1.CC1(C)C2C(=C(P(C3C=CC=CC=3)C3C=CC=CC=3)C=CC=2)OC2C(P(C3C=CC=CC=3)C3C=CC=CC=3)=CC=CC1=2.C(=O)([O-])[O-].[Na+].[Na+], predict the reaction product. (2) Given the reactants [C:1]([NH:8][C@@H:9]([C:18]([OH:20])=O)[CH2:10][CH2:11][C:12]1[CH:17]=[CH:16][CH:15]=[CH:14][CH:13]=1)([O:3][C:4]([CH3:7])([CH3:6])[CH3:5])=[O:2].[CH3:21][NH:22][CH2:23][C:24]1[CH:29]=[CH:28][CH:27]=[CH:26][CH:25]=1.C(OC(=O)NC(C(N1CCC(C)CC1)=O)CCC1C=CC=CC=1Cl)(C)(C)C, predict the reaction product. The product is: [C:4]([O:3][C:1](=[O:2])[NH:8][C@@H:9]([C:18](=[O:20])[N:22]([CH2:23][C:24]1[CH:29]=[CH:28][CH:27]=[CH:26][CH:25]=1)[CH3:21])[CH2:10][CH2:11][C:12]1[CH:13]=[CH:14][CH:15]=[CH:16][CH:17]=1)([CH3:5])([CH3:6])[CH3:7]. (3) Given the reactants C1(P(=[CH:20][C:21]([O:23][CH3:24])=[O:22])(C2C=CC=CC=2)C2C=CC=CC=2)C=CC=CC=1.[CH2:25]([O:29][C:30]1[CH:31]=[C:32]([CH:35]=[CH:36][C:37]=1[I:38])[CH:33]=O)[CH2:26][CH2:27][CH3:28], predict the reaction product. The product is: [CH2:25]([O:29][C:30]1[CH:31]=[C:32](/[CH:33]=[CH:20]/[C:21]([O:23][CH3:24])=[O:22])[CH:35]=[CH:36][C:37]=1[I:38])[CH2:26][CH2:27][CH3:28]. (4) Given the reactants [Br:1]Br.[CH3:3][C:4]1[CH:9]=[C:8]([C:10]([CH3:12])=[O:11])[CH:7]=[CH:6][C:5]=1[F:13].O, predict the reaction product. The product is: [Br:1][CH2:12][C:10]([C:8]1[CH:7]=[CH:6][C:5]([F:13])=[C:4]([CH3:3])[CH:9]=1)=[O:11].